Dataset: hERG potassium channel inhibition data for cardiac toxicity prediction from Karim et al.. Task: Regression/Classification. Given a drug SMILES string, predict its toxicity properties. Task type varies by dataset: regression for continuous values (e.g., LD50, hERG inhibition percentage) or binary classification for toxic/non-toxic outcomes (e.g., AMES mutagenicity, cardiotoxicity, hepatotoxicity). Dataset: herg_karim. (1) The molecule is Cc1c(OS(C)(=O)=O)ccc2c1C(=O)N(Cc1ccccc1-c1ccccc1)C2C(=O)NC(C)(C)C. The result is 0 (non-blocker). (2) The drug is Cc1cc(F)ccc1-c1ccccc1C(C#N)C(c1cccnc1)c1cccnc1. The result is 0 (non-blocker). (3) The compound is N#Cc1ccc(-c2ccc(C[C@@H](C#N)NC(=O)[C@@H]3CCCC[C@@H]3N)cc2)cc1. The result is 1 (blocker). (4) The drug is Cc1nc(CNC2CCC(F)C2)c(C(C)C)n1-c1cc(F)cc(F)c1. The result is 0 (non-blocker). (5) The molecule is COc1cc(C)[nH]c(=O)c1CN1CCc2c(Cl)cc([C@H](OC)C3COC3)c(Cl)c2C1=O. The result is 0 (non-blocker).